From a dataset of Peptide-MHC class I binding affinity with 185,985 pairs from IEDB/IMGT. Regression. Given a peptide amino acid sequence and an MHC pseudo amino acid sequence, predict their binding affinity value. This is MHC class I binding data. (1) The peptide sequence is ERLKIAGSL. The MHC is HLA-A02:01 with pseudo-sequence HLA-A02:01. The binding affinity (normalized) is 0. (2) The peptide sequence is QLERQNKEL. The MHC is HLA-A02:03 with pseudo-sequence HLA-A02:03. The binding affinity (normalized) is 0.0251. (3) The peptide sequence is VTAILSSLTV. The MHC is Mamu-A01 with pseudo-sequence Mamu-A01. The binding affinity (normalized) is 0.583. (4) The peptide sequence is DRFYKTLRA. The binding affinity (normalized) is 0. The MHC is HLA-A24:02 with pseudo-sequence HLA-A24:02. (5) The binding affinity (normalized) is 0.0847. The MHC is HLA-B07:02 with pseudo-sequence HLA-B07:02. The peptide sequence is EISGLRPGE. (6) The peptide sequence is VVSYVNTNMGL. The MHC is Patr-B0101 with pseudo-sequence Patr-B0101. The binding affinity (normalized) is 0.264. (7) The peptide sequence is FRAAVRAHF. The MHC is HLA-A31:01 with pseudo-sequence HLA-A31:01. The binding affinity (normalized) is 0.0847. (8) The peptide sequence is FRAAVRAHF. The MHC is HLA-B40:01 with pseudo-sequence HLA-B40:01. The binding affinity (normalized) is 0.0847.